This data is from Reaction yield outcomes from USPTO patents with 853,638 reactions. The task is: Predict the reaction yield, written as a fraction of the theoretical maximum amount of product (1.0 means a 100% yield; for example, 0.34 means a 34% yield). (1) The reactants are C[O:2][C:3](=[O:14])[CH:4](Br)[C:5]1[CH:10]=[C:9]([F:11])[CH:8]=[C:7]([F:12])[CH:6]=1.[CH:15]1([SH:20])[CH2:19][CH2:18][CH2:17][CH2:16]1.[NH2:21][C:22]1[S:23][CH:24]=[CH:25][N:26]=1. The catalyst is C1COCC1. The product is [CH:15]1([S:20][CH:4]([C:5]2[CH:10]=[C:9]([F:11])[CH:8]=[C:7]([F:12])[CH:6]=2)[C:3]([OH:2])=[O:14])[CH2:19][CH2:18][CH2:17][CH2:16]1.[CH:15]1([S:20][CH:4]([C:5]2[CH:6]=[C:7]([F:12])[CH:8]=[C:9]([F:11])[CH:10]=2)[C:3]([NH:21][C:22]2[S:23][CH:24]=[CH:25][N:26]=2)=[O:14])[CH2:19][CH2:18][CH2:17][CH2:16]1. The yield is 0.600. (2) The reactants are Cl[C:2]1[CH:7]=[C:6]([O:8][C:9]2[C:14]([F:15])=[CH:13][C:12]([NH:16][C:17]([C:19]3[C:20](=[O:35])[N:21]([C:28]4[CH:33]=[CH:32][C:31]([F:34])=[CH:30][CH:29]=4)[CH:22]=[CH:23][C:24]=3[O:25][CH2:26][CH3:27])=[O:18])=[C:11]([F:36])[CH:10]=2)[CH:5]=[CH:4][N:3]=1.[C:37]([NH2:42])(=[O:41])[CH:38]([CH3:40])[CH3:39].CC1(C)C2C(=C(P(C3C=CC=CC=3)C3C=CC=CC=3)C=CC=2)OC2C(P(C3C=CC=CC=3)C3C=CC=CC=3)=CC=CC1=2.C([O-])([O-])=O.[Cs+].[Cs+]. The catalyst is C1C=CC(/C=C/C(/C=C/C2C=CC=CC=2)=O)=CC=1.C1C=CC(/C=C/C(/C=C/C2C=CC=CC=2)=O)=CC=1.C1C=CC(/C=C/C(/C=C/C2C=CC=CC=2)=O)=CC=1.[Pd].[Pd].O1CCOCC1. The product is [F:36][C:11]1[CH:10]=[C:9]([O:8][C:6]2[CH:5]=[CH:4][N:3]=[C:2]([NH:42][C:37](=[O:41])[CH:38]([CH3:40])[CH3:39])[CH:7]=2)[C:14]([F:15])=[CH:13][C:12]=1[NH:16][C:17]([C:19]1[C:20](=[O:35])[N:21]([C:28]2[CH:33]=[CH:32][C:31]([F:34])=[CH:30][CH:29]=2)[CH:22]=[CH:23][C:24]=1[O:25][CH2:26][CH3:27])=[O:18]. The yield is 0.350. (3) The reactants are [Br:1][C:2]1[CH:3]=[C:4]([NH:13][CH:14]2[CH2:19][CH2:18][O:17][CH2:16][CH2:15]2)[C:5]([CH3:12])=[C:6]([CH:11]=1)[C:7]([O:9][CH3:10])=[O:8].[CH3:20][C:21](OCC1C2C(=CC=CC=2)C(COC(C)=O)=C2C=1C=CC=C2)=[O:22]. No catalyst specified. The product is [Br:1][C:2]1[CH:3]=[C:4]([N:13]([CH:14]2[CH2:19][CH2:18][O:17][CH2:16][CH2:15]2)[C:21](=[O:22])[CH3:20])[C:5]([CH3:12])=[C:6]([CH:11]=1)[C:7]([O:9][CH3:10])=[O:8]. The yield is 0.680. (4) The reactants are [Br:1][C:2]1[CH:3]=[N:4][C:5]2[C:10]([C:11]=1[OH:12])=[CH:9][C:8]([I:13])=[C:7]([Cl:14])[CH:6]=2.ClC1C=[C:18]([NH:23][CH:24]=[C:25]([C:31](OCC)=O)C(OCC)=O)[CH:19]=[CH:20][C:21]=1I.[CH:36]1C=CC(P(C2C=CC=CC=2)C2C=CC=CC=2)=CC=1.[CH3:67][CH:66]([O:65][C:63](/N=N/[C:63]([O:65][CH:66]([CH3:68])[CH3:67])=[O:64])=[O:64])[CH3:68]. The catalyst is C1COCC1. The product is [Br:1][C:2]1[CH:3]=[N:4][C:5]2[C:10]([C:11]=1[O:12][CH2:31][CH2:25][C@H:24]1[CH2:21][CH2:20][CH2:19][CH2:18][N:23]1[C:63]([O:65][C:66]([CH3:68])([CH3:36])[CH3:67])=[O:64])=[CH:9][C:8]([I:13])=[C:7]([Cl:14])[CH:6]=2. The yield is 0.620.